Dataset: Full USPTO retrosynthesis dataset with 1.9M reactions from patents (1976-2016). Task: Predict the reactants needed to synthesize the given product. (1) Given the product [CH2:16]([O:15][C:11]1[CH:10]=[C:9]([CH2:8][CH:2]([NH:1][C:47]([NH:36][CH2:35][C:34]2[CH:33]=[CH:32][C:31]([NH:30][C:28]([O:27][C:23]([CH3:26])([CH3:24])[CH3:25])=[O:29])=[CH:38][CH:37]=2)=[O:48])[C:3]([O:5][CH2:6][CH3:7])=[O:4])[CH:14]=[CH:13][CH:12]=1)[C:17]1[CH:22]=[CH:21][CH:20]=[CH:19][CH:18]=1, predict the reactants needed to synthesize it. The reactants are: [NH2:1][CH:2]([CH2:8][C:9]1[CH:14]=[CH:13][CH:12]=[C:11]([O:15][CH2:16][C:17]2[CH:22]=[CH:21][CH:20]=[CH:19][CH:18]=2)[CH:10]=1)[C:3]([O:5][CH2:6][CH3:7])=[O:4].[C:23]([O:27][C:28]([NH:30][C:31]1[CH:38]=[CH:37][C:34]([CH2:35][NH2:36])=[CH:33][CH:32]=1)=[O:29])([CH3:26])([CH3:25])[CH3:24].C(N(CC)CC)C.C[CH2:47][O:48]C(C)=O. (2) Given the product [CH3:1][N:2]([C:17]1[CH:16]=[C:15]([C:19]2[CH:24]=[CH:23][CH:22]=[CH:21][N:20]=2)[N:14]=[C:13]([C:9]2[CH:8]=[CH:7][CH:12]=[CH:11][N:10]=2)[CH:18]=1)[CH2:3][CH2:4][OH:5], predict the reactants needed to synthesize it. The reactants are: [CH3:1][NH:2][CH2:3][CH2:4][OH:5].Cl[C:7]1[CH:12]=[CH:11][N:10]=[C:9]([C:13]2[CH:18]=[CH:17][CH:16]=[C:15]([C:19]3[CH:24]=[CH:23][CH:22]=[CH:21][N:20]=3)[N:14]=2)[CH:8]=1.